The task is: Predict the product of the given reaction.. This data is from Forward reaction prediction with 1.9M reactions from USPTO patents (1976-2016). (1) Given the reactants [C:1]([O:5][C:6]([NH:8][C@H:9]1[CH2:14][CH2:13][CH2:12][CH2:11][C@H:10]1[NH:15][C:16]1[CH:25]=[C:24]([C:26]#[N:27])[C:19]([C:20]([O:22]C)=O)=[C:18]([C:28]2[CH:29]=[N:30][N:31]([CH3:33])[CH:32]=2)[N:17]=1)=[O:7])([CH3:4])([CH3:3])[CH3:2], predict the reaction product. The product is: [CH3:33][N:31]1[CH:32]=[C:28]([C:18]2[C:19]3[C:20](=[O:22])[NH:27][CH2:26][C:24]=3[CH:25]=[C:16]([NH:15][C@@H:10]3[CH2:11][CH2:12][CH2:13][CH2:14][C@@H:9]3[NH:8][C:6](=[O:7])[O:5][C:1]([CH3:3])([CH3:4])[CH3:2])[N:17]=2)[CH:29]=[N:30]1. (2) Given the reactants [NH:1]1[C:9]2[C:4](=[C:5]([C:10]3[CH:11]=[C:12]([NH:24][C:25](=[O:27])[CH3:26])[C:13](F)=[C:14]([C:16]4[CH:21]=[CH:20][C:19]([F:22])=[CH:18][CH:17]=4)[CH:15]=3)[CH:6]=[CH:7][CH:8]=2)[CH:3]=[CH:2]1.BrC1C=C(NC(=O)C)C=C(C2C=CC=C3C=2C=CN3)C=1.[F:48]C1C=C(F)C=CC=1B(O)O.[F-].[K+], predict the reaction product. The product is: [NH:1]1[C:9]2[C:4](=[C:5]([C:10]3[CH:11]=[C:12]([NH:24][C:25](=[O:27])[CH3:26])[CH:13]=[C:14]([C:16]4[CH:21]=[CH:20][C:19]([F:22])=[CH:18][C:17]=4[F:48])[CH:15]=3)[CH:6]=[CH:7][CH:8]=2)[CH:3]=[CH:2]1. (3) Given the reactants [F:1][C:2]1[C:7]([O:8]C)=[CH:6][CH:5]=[CH:4][C:3]=1[C:10]1[N:15]([CH2:16][CH2:17][C:18]2[CH:23]=[CH:22][CH:21]=[CH:20][CH:19]=2)[C:14](=[O:24])[C:13]([CH2:25][CH:26]([CH3:28])[CH3:27])=[C:12]([CH3:29])[N:11]=1.B(Br)(Br)Br, predict the reaction product. The product is: [F:1][C:2]1[C:7]([OH:8])=[CH:6][CH:5]=[CH:4][C:3]=1[C:10]1[N:15]([CH2:16][CH2:17][C:18]2[CH:19]=[CH:20][CH:21]=[CH:22][CH:23]=2)[C:14](=[O:24])[C:13]([CH2:25][CH:26]([CH3:27])[CH3:28])=[C:12]([CH3:29])[N:11]=1. (4) The product is: [Br:1][C:2]1[CH:10]=[CH:9][C:5]2[N:6]([C:13]([C:14]3[CH:19]=[CH:18][CH:17]=[CH:16][CH:15]=3)([C:26]3[CH:27]=[CH:28][CH:29]=[CH:30][CH:31]=3)[C:20]3[CH:21]=[CH:22][CH:23]=[CH:24][CH:25]=3)[CH:7]=[N:8][C:4]=2[CH:3]=1.[Br:1][C:2]1[CH:10]=[CH:9][C:5]2[N:6]=[CH:7][N:8]([C:13]([C:14]3[CH:19]=[CH:18][CH:17]=[CH:16][CH:15]=3)([C:26]3[CH:27]=[CH:28][CH:29]=[CH:30][CH:31]=3)[C:20]3[CH:21]=[CH:22][CH:23]=[CH:24][CH:25]=3)[C:4]=2[CH:3]=1. Given the reactants [Br:1][C:2]1[CH:10]=[CH:9][C:5]2[NH:6][CH:7]=[N:8][C:4]=2[CH:3]=1.[H-].[Na+].[C:13](Cl)([C:26]1[CH:31]=[CH:30][CH:29]=[CH:28][CH:27]=1)([C:20]1[CH:25]=[CH:24][CH:23]=[CH:22][CH:21]=1)[C:14]1[CH:19]=[CH:18][CH:17]=[CH:16][CH:15]=1, predict the reaction product. (5) Given the reactants CCN(C(C)C)C(C)C.[Br:10][C:11]1[CH:19]=[CH:18][C:17]([N+:20]([O-:22])=[O:21])=[CH:16][C:12]=1[C:13]([OH:15])=O.C1C=CC2N(O)N=NC=2C=1.CCN=C=NCCCN(C)C.[O:44]=[C:45]([N:62]1[CH2:67][CH2:66][NH:65][CH2:64][CH2:63]1)[CH2:46][NH:47][C:48]([C:50]1[CH:55]=[CH:54][C:53]([C:56]2[CH:61]=[CH:60][CH:59]=[CH:58][CH:57]=2)=[CH:52][CH:51]=1)=[O:49], predict the reaction product. The product is: [Br:10][C:11]1[CH:19]=[CH:18][C:17]([N+:20]([O-:22])=[O:21])=[CH:16][C:12]=1[C:13]([N:65]1[CH2:64][CH2:63][N:62]([C:45](=[O:44])[CH2:46][NH:47][C:48]([C:50]2[CH:55]=[CH:54][C:53]([C:56]3[CH:61]=[CH:60][CH:59]=[CH:58][CH:57]=3)=[CH:52][CH:51]=2)=[O:49])[CH2:67][CH2:66]1)=[O:15]. (6) Given the reactants Cl.[NH2:2][OH:3].[Cl:4][C:5]1[C:6]([N:13]2[CH:18]3[CH2:19][CH2:20][CH:14]2[CH2:15][C:16](=O)[CH2:17]3)=[N:7][CH:8]=[N:9][C:10]=1[CH2:11][CH3:12].C([O-])(=O)C.[Na+], predict the reaction product. The product is: [Cl:4][C:5]1[C:6]([N:13]2[CH:18]3[CH2:19][CH2:20][CH:14]2[CH2:15][C:16](=[N:2][OH:3])[CH2:17]3)=[N:7][CH:8]=[N:9][C:10]=1[CH2:11][CH3:12]. (7) Given the reactants [NH2:1][N:2]1[C:6]([C:7]#[N:8])=[C:5]([C:9]2[CH:14]=[CH:13][C:12]([NH:15][C:16]([O:18][C:19]([CH3:22])([CH3:21])[CH3:20])=[O:17])=[C:11]([F:23])[CH:10]=2)[C:4]([C:24]([O:26][CH2:27][CH3:28])=[O:25])=[CH:3]1.C(O)(=O)C.[CH:33](N)=[NH:34].P([O-])([O-])([O-])=O.[K+].[K+].[K+], predict the reaction product. The product is: [NH2:8][C:7]1[C:6]2=[C:5]([C:9]3[CH:14]=[CH:13][C:12]([NH:15][C:16]([O:18][C:19]([CH3:22])([CH3:21])[CH3:20])=[O:17])=[C:11]([F:23])[CH:10]=3)[C:4]([C:24]([O:26][CH2:27][CH3:28])=[O:25])=[CH:3][N:2]2[N:1]=[CH:33][N:34]=1.